This data is from Catalyst prediction with 721,799 reactions and 888 catalyst types from USPTO. The task is: Predict which catalyst facilitates the given reaction. (1) The catalyst class is: 10. Product: [CH3:18][O:19][CH2:25][CH2:26][N:15]1[CH2:16][CH2:17][CH:12]([C:3]2[CH:4]=[CH:5][CH:6]=[C:7]([S:8]([CH3:11])(=[O:10])=[O:9])[C:2]=2[CH3:1])[CH2:13][CH2:14]1. Reactant: [CH3:1][C:2]1[C:7]([S:8]([CH3:11])(=[O:10])=[O:9])=[CH:6][CH:5]=[CH:4][C:3]=1[CH:12]1[CH2:17][CH2:16][NH:15][CH2:14][CH2:13]1.[C:18](=O)([O-])[O-:19].[K+].[K+].C(Br)[CH:25]=[CH2:26]. (2) Reactant: [OH:1][C:2]1[CH:3]=[C:4]2[C:9](=[CH:10][CH:11]=1)[C:8](=[O:12])[NH:7][CH2:6][CH2:5]2.C(=O)([O-])[O-].[K+].[K+].Cl[C:20]1[CH:25]=[CH:24][C:23]([C:26]#[N:27])=[CH:22][N:21]=1. Product: [O:12]=[C:8]1[C:9]2[C:4](=[CH:3][C:2]([O:1][C:20]3[CH:25]=[CH:24][C:23]([C:26]#[N:27])=[CH:22][N:21]=3)=[CH:11][CH:10]=2)[CH2:5][CH2:6][NH:7]1. The catalyst class is: 18. (3) Reactant: [CH3:1][O:2][C:3]1[N:4]=[C:5]([O:36][CH3:37])[C:6]2[C:11]([C:12]3[CH:17]=[CH:16][CH:15]=[CH:14][CH:13]=3)=[C:10]([C:18]3[CH:23]=[CH:22][C:21]([C:24]4([NH:28]C(=O)OC(C)(C)C)[CH2:27][CH2:26][CH2:25]4)=[CH:20][CH:19]=3)[O:9][C:7]=2[N:8]=1.C(O)(C(F)(F)F)=O. Product: [CH3:1][O:2][C:3]1[N:4]=[C:5]([O:36][CH3:37])[C:6]2[C:11]([C:12]3[CH:13]=[CH:14][CH:15]=[CH:16][CH:17]=3)=[C:10]([C:18]3[CH:23]=[CH:22][C:21]([C:24]4([NH2:28])[CH2:27][CH2:26][CH2:25]4)=[CH:20][CH:19]=3)[O:9][C:7]=2[N:8]=1. The catalyst class is: 2. (4) Reactant: [Cl:1][C:2]1[C:3]2[CH:12]=[CH:11][CH:10]=[CH:9][C:4]=2[S:5][C:6]=1[CH2:7][OH:8].C[N+]1([O-])CCOCC1. The catalyst class is: 862. Product: [Cl:1][C:2]1[C:3]2[CH:12]=[CH:11][CH:10]=[CH:9][C:4]=2[S:5][C:6]=1[CH:7]=[O:8]. (5) Product: [NH2:1][C:2]1[C:3]2[N:4]([C:8]([C@@H:21]3[CH2:29][CH2:28][C@@H:27]4[N:23]([C:24](=[O:30])[CH2:25][CH2:26]4)[CH2:22]3)=[N:9][C:10]=2[C:11]2[CH:12]=[CH:13][C:14]([C:15]([O-:17])=[O:16])=[CH:19][CH:20]=2)[CH:5]=[CH:6][N:7]=1.[Li+:32]. Reactant: [NH2:1][C:2]1[C:3]2[N:4]([C:8]([C@@H:21]3[CH2:29][CH2:28][C@@H:27]4[N:23]([C:24](=[O:30])[CH2:25][CH2:26]4)[CH2:22]3)=[N:9][C:10]=2[C:11]2[CH:20]=[CH:19][C:14]([C:15]([O:17]C)=[O:16])=[CH:13][CH:12]=2)[CH:5]=[CH:6][N:7]=1.[OH-].[Li+:32].CO.O. The catalyst class is: 7. (6) Reactant: Br[C:2]1[CH:20]=[CH:19][C:5]([CH2:6][N:7]2[CH2:12][CH2:11][NH:10][CH:9]([C:13]3[CH:18]=[CH:17][CH:16]=[CH:15][CH:14]=3)[CH2:8]2)=[CH:4][CH:3]=1.[F:21][C:22]([F:33])([F:32])[C:23]1[CH:28]=[CH:27][CH:26]=[CH:25][C:24]=1B(O)O.C(=O)([O-])[O-].[Na+].[Na+].C1(C)C=CC=CC=1. Product: [C:13]1([CH:9]2[NH:10][CH2:11][CH2:12][N:7]([CH2:6][C:5]3[CH:19]=[CH:20][C:2]([C:24]4[CH:25]=[CH:26][CH:27]=[CH:28][C:23]=4[C:22]([F:33])([F:32])[F:21])=[CH:3][CH:4]=3)[CH2:8]2)[CH:18]=[CH:17][CH:16]=[CH:15][CH:14]=1. The catalyst class is: 461. (7) Reactant: [F:1][C:2]1[C:11]([CH3:12])=[CH:10][CH:9]=[C:8]([F:13])[C:3]=1[C:4]([O:6][CH3:7])=[O:5].[Br:14]N1C(=O)CCC1=O. Product: [Br:14][CH2:12][C:11]1[C:2]([F:1])=[C:3]([C:8]([F:13])=[CH:9][CH:10]=1)[C:4]([O:6][CH3:7])=[O:5]. The catalyst class is: 855. (8) Reactant: C(OCC)(=O)C.[CH2:7]([O:14][C:15]1[CH:20]=[CH:19][C:18]([N:21]2[C:25]3[C:26](=[O:43])[N:27]([C:30]4[CH:35]=[CH:34][C:33]([N:36]5[CH2:41][CH2:40][CH2:39][CH2:38][C:37]5=[O:42])=[CH:32][CH:31]=4)[CH2:28][CH2:29][C:24]=3[C:23]([C:44](O)=[O:45])=[N:22]2)=[CH:17][CH:16]=1)[C:8]1[CH:13]=[CH:12][CH:11]=[CH:10][CH:9]=1.ClC(OCC(C)C)=O.[NH3:55]. Product: [CH2:7]([O:14][C:15]1[CH:20]=[CH:19][C:18]([N:21]2[C:25]3[C:26](=[O:43])[N:27]([C:30]4[CH:35]=[CH:34][C:33]([N:36]5[CH2:41][CH2:40][CH2:39][CH2:38][C:37]5=[O:42])=[CH:32][CH:31]=4)[CH2:28][CH2:29][C:24]=3[C:23]([C:44]([NH2:55])=[O:45])=[N:22]2)=[CH:17][CH:16]=1)[C:8]1[CH:9]=[CH:10][CH:11]=[CH:12][CH:13]=1. The catalyst class is: 66.